This data is from Full USPTO retrosynthesis dataset with 1.9M reactions from patents (1976-2016). The task is: Predict the reactants needed to synthesize the given product. Given the product [NH:13]1[C:21]2[C:16](=[CH:17][CH:18]=[CH:19][CH:20]=2)[C:15]([S:22][C:23]2[CH:31]=[CH:30][CH:29]=[CH:28][C:24]=2[C:25]([NH:3][CH3:1])=[O:26])=[CH:14]1, predict the reactants needed to synthesize it. The reactants are: [C:1](N1C=CN=C1)([N:3]1C=CN=C1)=O.[NH:13]1[C:21]2[C:16](=[CH:17][CH:18]=[CH:19][CH:20]=2)[C:15]([S:22][C:23]2[CH:31]=[CH:30][CH:29]=[CH:28][C:24]=2[C:25](O)=[O:26])=[CH:14]1.CN.